This data is from NCI-60 drug combinations with 297,098 pairs across 59 cell lines. The task is: Regression. Given two drug SMILES strings and cell line genomic features, predict the synergy score measuring deviation from expected non-interaction effect. (1) Synergy scores: CSS=49.8, Synergy_ZIP=6.38, Synergy_Bliss=6.55, Synergy_Loewe=-8.84, Synergy_HSA=6.86. Drug 1: C1=C(C(=O)NC(=O)N1)F. Drug 2: CN(C(=O)NC(C=O)C(C(C(CO)O)O)O)N=O. Cell line: ACHN. (2) Drug 1: COC1=CC(=CC(=C1O)OC)C2C3C(COC3=O)C(C4=CC5=C(C=C24)OCO5)OC6C(C(C7C(O6)COC(O7)C8=CC=CS8)O)O. Drug 2: CCN(CC)CCCC(C)NC1=C2C=C(C=CC2=NC3=C1C=CC(=C3)Cl)OC. Cell line: HOP-92. Synergy scores: CSS=52.8, Synergy_ZIP=-6.95, Synergy_Bliss=-4.89, Synergy_Loewe=-2.78, Synergy_HSA=0.789. (3) Drug 1: CN(C)N=NC1=C(NC=N1)C(=O)N. Drug 2: CS(=O)(=O)CCNCC1=CC=C(O1)C2=CC3=C(C=C2)N=CN=C3NC4=CC(=C(C=C4)OCC5=CC(=CC=C5)F)Cl. Cell line: SK-OV-3. Synergy scores: CSS=9.85, Synergy_ZIP=-4.99, Synergy_Bliss=0.0720, Synergy_Loewe=-9.70, Synergy_HSA=0.210. (4) Drug 1: CC1=C2C(C(=O)C3(C(CC4C(C3C(C(C2(C)C)(CC1OC(=O)C(C(C5=CC=CC=C5)NC(=O)OC(C)(C)C)O)O)OC(=O)C6=CC=CC=C6)(CO4)OC(=O)C)O)C)O. Drug 2: C#CCC(CC1=CN=C2C(=N1)C(=NC(=N2)N)N)C3=CC=C(C=C3)C(=O)NC(CCC(=O)O)C(=O)O. Cell line: ACHN. Synergy scores: CSS=67.3, Synergy_ZIP=1.63, Synergy_Bliss=-0.133, Synergy_Loewe=-25.5, Synergy_HSA=1.70. (5) Drug 1: C1=CC(=CC=C1C#N)C(C2=CC=C(C=C2)C#N)N3C=NC=N3. Drug 2: B(C(CC(C)C)NC(=O)C(CC1=CC=CC=C1)NC(=O)C2=NC=CN=C2)(O)O. Cell line: COLO 205. Synergy scores: CSS=48.2, Synergy_ZIP=3.26, Synergy_Bliss=1.99, Synergy_Loewe=-11.5, Synergy_HSA=4.14. (6) Drug 1: COC1=NC(=NC2=C1N=CN2C3C(C(C(O3)CO)O)O)N. Drug 2: CC1CCC2CC(C(=CC=CC=CC(CC(C(=O)C(C(C(=CC(C(=O)CC(OC(=O)C3CCCCN3C(=O)C(=O)C1(O2)O)C(C)CC4CCC(C(C4)OC)OCCO)C)C)O)OC)C)C)C)OC. Cell line: BT-549. Synergy scores: CSS=-1.96, Synergy_ZIP=-1.17, Synergy_Bliss=-5.20, Synergy_Loewe=-8.56, Synergy_HSA=-5.93. (7) Drug 1: CCCCC(=O)OCC(=O)C1(CC(C2=C(C1)C(=C3C(=C2O)C(=O)C4=C(C3=O)C=CC=C4OC)O)OC5CC(C(C(O5)C)O)NC(=O)C(F)(F)F)O. Drug 2: C1CC(=O)NC(=O)C1N2C(=O)C3=CC=CC=C3C2=O. Cell line: OVCAR-5. Synergy scores: CSS=30.3, Synergy_ZIP=0.892, Synergy_Bliss=-0.0506, Synergy_Loewe=-11.6, Synergy_HSA=-0.626.